This data is from Reaction yield outcomes from USPTO patents with 853,638 reactions. The task is: Predict the reaction yield, written as a fraction of the theoretical maximum amount of product (1.0 means a 100% yield; for example, 0.34 means a 34% yield). (1) The reactants are [C:1]([C:3]1[CH:8]=[CH:7][C:6]([F:9])=[CH:5][CH:4]=1)#[CH:2].[Li]CCCC.[C:15](Cl)(=[O:18])[O:16][CH3:17]. The catalyst is CCOCC. The product is [F:9][C:6]1[CH:7]=[CH:8][C:3]([C:1]#[C:2][C:15]([O:16][CH3:17])=[O:18])=[CH:4][CH:5]=1. The yield is 1.00. (2) The reactants are [Cl:1][C:2]1[CH:3]=[N:4][N:5]([CH2:7][C:8]([OH:10])=O)[CH:6]=1.C(Cl)(C(Cl)=O)=O.[F:17][C:18]1[CH:23]=[CH:22][C:21]([N:24]2[C:32]3[CH2:31][CH2:30][CH2:29][NH:28][C:27]=3[CH:26]=[N:25]2)=[CH:20][CH:19]=1.CCN(CC)CC. The catalyst is CN(C=O)C.C(Cl)Cl. The product is [Cl:1][C:2]1[CH:3]=[N:4][N:5]([CH2:7][C:8]([N:28]2[CH2:29][CH2:30][CH2:31][C:32]3[N:24]([C:21]4[CH:22]=[CH:23][C:18]([F:17])=[CH:19][CH:20]=4)[N:25]=[CH:26][C:27]2=3)=[O:10])[CH:6]=1. The yield is 0.360. (3) The reactants are [C:1]([CH:4]1[CH2:9][N:8](C(OC(C)(C)C)=O)[CH2:7][CH2:6][N:5]1C(OC(C)(C)C)=O)(=[O:3])[NH2:2].[ClH:24].CO. No catalyst specified. The product is [ClH:24].[ClH:24].[NH:5]1[CH2:6][CH2:7][NH:8][CH2:9][CH:4]1[C:1]([NH2:2])=[O:3]. The yield is 1.00. (4) The reactants are CO[C:3](=[O:20])[C@@H:4]([N:6]([C:10]([O:12][CH2:13][C:14]1[CH:19]=[CH:18][CH:17]=[CH:16][CH:15]=1)=[O:11])[CH2:7][CH:8]=O)[CH3:5].Cl.[CH3:22][O:23][C:24](=[O:30])[CH2:25][C@H:26]([OH:29])[CH2:27][NH2:28]. No catalyst specified. The product is [CH2:13]([O:12][C:10]([N:6]1[CH2:7][CH2:8][N:28]([CH2:27][C@@H:26]([OH:29])[CH2:25][C:24]([O:23][CH3:22])=[O:30])[C:3](=[O:20])[C@@H:4]1[CH3:5])=[O:11])[C:14]1[CH:15]=[CH:16][CH:17]=[CH:18][CH:19]=1. The yield is 0.590. (5) The reactants are Br[CH2:2][CH2:3][CH2:4][CH2:5][CH2:6][CH2:7][CH2:8][CH2:9][CH2:10][CH2:11][CH2:12][CH2:13][CH2:14][CH2:15][CH2:16][CH3:17].[CH2:18]1[O:24][P:22]([OH:25])(=[O:23])[CH2:21][O:20][C@H:19]1[CH2:26][N:27]1[C:32](=[O:33])[N:31]=[C:30]([NH2:34])[CH:29]=[CH:28]1. No catalyst specified. The product is [CH3:17][CH2:16][CH2:15][CH2:14][CH2:13][CH2:12][CH2:11][CH2:10][CH2:9][CH2:8][CH2:7][CH2:6][CH2:5][CH2:4][CH2:3][CH2:2][O:25][P:22]1([O:24][CH2:18][C@H:19]([CH2:26][N:27]2[C:32](=[O:33])[N:31]=[C:30]([NH2:34])[CH:29]=[CH:28]2)[O:20][CH2:21]1)=[O:23]. The yield is 0.550. (6) The reactants are [OH:1][C:2]1[CH:3]=[C:4]([C:14]2[NH:18][C:17]([C:19]([O:21][CH2:22][C:23]3[CH:28]=[CH:27][CH:26]=[CH:25][CH:24]=3)=[O:20])=[CH:16][CH:15]=2)[CH:5]=[C:6]([O:8][C@@H:9]([CH3:13])[CH2:10][O:11][CH3:12])[CH:7]=1.[CH:29]([Si:32](Cl)([CH:36]([CH3:38])[CH3:37])[CH:33]([CH3:35])[CH3:34])([CH3:31])[CH3:30].C(N(CC)CC)C.O. The catalyst is C(Cl)Cl.CN(C)C1C=CN=CC=1. The product is [CH3:12][O:11][CH2:10][C@H:9]([CH3:13])[O:8][C:6]1[CH:5]=[C:4]([C:14]2[NH:18][C:17]([C:19]([O:21][CH2:22][C:23]3[CH:28]=[CH:27][CH:26]=[CH:25][CH:24]=3)=[O:20])=[CH:16][CH:15]=2)[CH:3]=[C:2]([O:1][Si:32]([CH:36]([CH3:38])[CH3:37])([CH:33]([CH3:35])[CH3:34])[CH:29]([CH3:31])[CH3:30])[CH:7]=1. The yield is 0.890. (7) The reactants are [CH:1]1([N:7]2[C:12]([OH:13])=[C:11]([C:14]([NH:16][CH2:17][C:18]([O:20]CC)=[O:19])=[O:15])[C:10](=[O:23])[NH:9][C:8]2=[O:24])[CH2:6][CH2:5][CH2:4][CH2:3][CH2:2]1.C(=O)([O-])[O-].[K+].[K+].[F:31][C:32]1[CH:39]=[CH:38][C:35]([CH2:36]Br)=[C:34]([C:40]([F:43])([F:42])[F:41])[CH:33]=1.Cl. The catalyst is CC(N(C)C)=O. The product is [CH:1]1([N:7]2[C:12]([OH:13])=[C:11]([C:14]([NH:16][CH2:17][C:18]([OH:20])=[O:19])=[O:15])[C:10](=[O:23])[N:9]([CH2:36][C:35]3[CH:38]=[CH:39][C:32]([F:31])=[CH:33][C:34]=3[C:40]([F:42])([F:41])[F:43])[C:8]2=[O:24])[CH2:6][CH2:5][CH2:4][CH2:3][CH2:2]1. The yield is 0.380. (8) The reactants are [Cl:1][C:2]1[CH:3]=[C:4]2[C:8](=[CH:9][CH:10]=1)[NH:7][C:6](=[O:11])[CH2:5]2.[Li+].C[Si]([N-][Si](C)(C)C)(C)C.C1COCC1.[N:27]1([CH2:33][CH2:34][O:35][C:36]2[CH:37]=[C:38]3[C:42](=[CH:43][CH:44]=2)[C:41](=O)[O:40][CH2:39]3)[CH2:32][CH2:31][O:30][CH2:29][CH2:28]1.Cl.[OH-].[Na+]. The catalyst is C1COCC1.O. The product is [Cl:1][C:2]1[CH:3]=[C:4]2[C:8](=[CH:9][CH:10]=1)[NH:7][C:6](=[O:11])[C:5]2=[C:41]1[C:42]2[C:38](=[CH:37][C:36]([O:35][CH2:34][CH2:33][N:27]3[CH2:32][CH2:31][O:30][CH2:29][CH2:28]3)=[CH:44][CH:43]=2)[CH2:39][O:40]1. The yield is 0.860. (9) The reactants are [C:1]([CH:3]1[CH2:8][CH:7]2[CH2:9][CH:4]1[CH:5]=[CH:6]2)#[N:2].[CH:10]1[CH2:14][CH2:13][CH2:12][CH:11]=1. The catalyst is ClCCCl. The product is [C:1]([CH:3]1[CH2:8][CH:7]2[CH2:9][CH:4]1[CH:5]=[CH:6]2)#[N:2].[CH:10]1[CH2:14][CH2:13][CH2:12][CH:11]=1. The yield is 0.640. (10) The reactants are [F:1][C:2]1[CH:7]=[C:6]([N+:8]([O-:10])=[O:9])[CH:5]=[CH:4][C:3]=1[C:11]([CH3:20])([C:16](OC)=[O:17])[C:12](OC)=[O:13].[BH4-].[Na+]. The catalyst is CO.O. The product is [F:1][C:2]1[CH:7]=[C:6]([N+:8]([O-:10])=[O:9])[CH:5]=[CH:4][C:3]=1[C:11]([CH3:20])([CH2:16][OH:17])[CH2:12][OH:13]. The yield is 0.500.